The task is: Predict the product of the given reaction.. This data is from Forward reaction prediction with 1.9M reactions from USPTO patents (1976-2016). Given the reactants [CH:1]1([CH:7]([NH:25][C:26]2[CH:34]=[CH:33][C:29]([C:30](O)=[O:31])=[CH:28][CH:27]=2)[C:8]2[CH:12]=[C:11]([C:13]3[CH:18]=[CH:17][C:16]([O:19][C:20]([F:23])([F:22])[F:21])=[CH:15][CH:14]=3)[O:10][C:9]=2[CH3:24])[CH2:6][CH2:5][CH2:4][CH2:3][CH2:2]1.[CH3:35][NH:36][CH2:37][CH2:38][C:39]([O:41]CC)=[O:40], predict the reaction product. The product is: [CH:1]1([CH:7]([NH:25][C:26]2[CH:27]=[CH:28][C:29]([C:30]([N:36]([CH3:35])[CH2:37][CH2:38][C:39]([OH:41])=[O:40])=[O:31])=[CH:33][CH:34]=2)[C:8]2[CH:12]=[C:11]([C:13]3[CH:18]=[CH:17][C:16]([O:19][C:20]([F:22])([F:23])[F:21])=[CH:15][CH:14]=3)[O:10][C:9]=2[CH3:24])[CH2:2][CH2:3][CH2:4][CH2:5][CH2:6]1.